This data is from Forward reaction prediction with 1.9M reactions from USPTO patents (1976-2016). The task is: Predict the product of the given reaction. (1) Given the reactants [CH2:1]([C:3]1[C:12]2[C:7](=[CH:8][CH:9]=[CH:10][CH:11]=2)[N:6]=[C:5]([OH:13])[C:4]=1[C:14]([O:16]CC1C=CC=CC=1)=[O:15])[CH3:2], predict the reaction product. The product is: [CH2:1]([C:3]1[C:12]2[C:7](=[CH:8][CH:9]=[CH:10][CH:11]=2)[N:6]=[C:5]([OH:13])[C:4]=1[C:14]([OH:16])=[O:15])[CH3:2]. (2) Given the reactants C1(P(C2C=CC=CC=2)C2C=CC=CC=2)C=CC=CC=1.[C:20]([Br:24])(Br)(Br)[Br:21].[C:25]([O:29][C:30]([N:32]1[CH2:37][CH2:36][O:35][CH2:34][C@H:33]1[CH:38]=O)=[O:31])([CH3:28])([CH3:27])[CH3:26].C(=O)([O-])O.[Na+], predict the reaction product. The product is: [C:25]([O:29][C:30]([N:32]1[CH2:37][CH2:36][O:35][CH2:34][C@H:33]1[CH:38]=[C:20]([Br:24])[Br:21])=[O:31])([CH3:28])([CH3:26])[CH3:27]. (3) Given the reactants [CH3:1][O:2][C:3]([C@H:5]1[N:9]2[C:10](=[O:33])[C:11]([C:31]#[N:32])=[C:12]([CH2:20]C3C4C(=CC=CC=4)C=CC=3)[C:13]([C:14]3[CH:19]=[CH:18][CH:17]=[CH:16][CH:15]=3)=[C:8]2[S:7][CH2:6]1)=[O:4].COC([C@H]1N2C(=O)C(Br)=C(CC3C4C(=CC=CC=4)C=CC=3)C(C3C=CC=CC=3)=C2SC1)=O.COC([C@H]1N2C(=O)C(Br)=C(C)C(C3C=CC=CC=3)=C2SC1)=O, predict the reaction product. The product is: [CH3:1][O:2][C:3]([C@H:5]1[N:9]2[C:10](=[O:33])[C:11]([C:31]#[N:32])=[C:12]([CH3:20])[C:13]([C:14]3[CH:19]=[CH:18][CH:17]=[CH:16][CH:15]=3)=[C:8]2[S:7][CH2:6]1)=[O:4]. (4) The product is: [Br:27][CH2:26][C:12]1[NH:11][C:10]2=[N:9][N:8]([C:6]([O:5][C:1]([CH3:4])([CH3:2])[CH3:3])=[O:7])[CH:16]=[C:15]2[CH:14]([C:17]2[CH:22]=[CH:21][CH:20]=[CH:19][C:18]=2[Cl:23])[C:13]=1[C:24]#[N:25]. Given the reactants [C:1]([O:5][C:6]([N:8]1[CH:16]=[C:15]2[C:10]([NH:11][C:12]([CH3:26])=[C:13]([C:24]#[N:25])[CH:14]2[C:17]2[CH:22]=[CH:21][CH:20]=[CH:19][C:18]=2[Cl:23])=[N:9]1)=[O:7])([CH3:4])([CH3:3])[CH3:2].[Br:27]N1C(=O)CCC1=O.N(C(C)(C)C#N)=NC(C)(C)C#N, predict the reaction product. (5) Given the reactants [F:1][C:2]1[CH:7]=[C:6]([F:8])[CH:5]=[CH:4][C:3]=1[OH:9].N1C=CN=C1.[CH3:15][CH:16]([Si:18](Cl)([CH:22]([CH3:24])[CH3:23])[CH:19]([CH3:21])[CH3:20])[CH3:17].O, predict the reaction product. The product is: [F:1][C:2]1[CH:7]=[C:6]([F:8])[CH:5]=[CH:4][C:3]=1[O:9][Si:18]([CH:22]([CH3:24])[CH3:23])([CH:19]([CH3:21])[CH3:20])[CH:16]([CH3:17])[CH3:15].